From a dataset of Full USPTO retrosynthesis dataset with 1.9M reactions from patents (1976-2016). Predict the reactants needed to synthesize the given product. (1) Given the product [N:1]1[CH:6]=[CH:5][CH:4]=[CH:3][C:2]=1[CH2:7][NH:8][CH2:9][C:10]1[CH:11]=[CH:12][C:13]([CH2:16][NH:17][CH:18]2[C:27]3[N:26]=[CH:25][CH:24]=[C:23]([O:28][CH3:29])[C:22]=3[CH2:21][CH2:20][CH2:19]2)=[CH:14][CH:15]=1, predict the reactants needed to synthesize it. The reactants are: [N:1]1[CH:6]=[CH:5][CH:4]=[CH:3][C:2]=1[CH2:7][N:8](S(C1C=CC=CC=1[N+]([O-])=O)(=O)=O)[CH2:9][C:10]1[CH:15]=[CH:14][C:13]([CH2:16][NH:17][CH:18]2[C:27]3[N:26]=[CH:25][CH:24]=[C:23]([O:28][CH3:29])[C:22]=3[CH2:21][CH2:20][CH2:19]2)=[CH:12][CH:11]=1.C1(S)C=CC=CC=1.C([O-])([O-])=O.[K+].[K+]. (2) Given the product [F:19][C:13]1[CH:14]=[CH:15][C:16]([F:18])=[CH:17][C:12]=1[C@H:8]1[CH2:9][CH2:10][CH2:11][NH:7]1, predict the reactants needed to synthesize it. The reactants are: C([S@@]([N:7]1[CH2:11][CH2:10][CH2:9][C@@H:8]1[C:12]1[CH:17]=[C:16]([F:18])[CH:15]=[CH:14][C:13]=1[F:19])=O)(C)(C)C.Cl. (3) Given the product [CH2:15]([O:14][C:18]([C:19]1[O:13][C:5]2[C:4]([C:1](=[O:3])[CH:2]=1)=[CH:11][C:8]([C:9]#[N:10])=[C:7]([Cl:12])[CH:6]=2)=[O:20])[CH3:16], predict the reactants needed to synthesize it. The reactants are: [C:1]([C:4]1[C:5]([OH:13])=[CH:6][C:7]([Cl:12])=[C:8]([CH:11]=1)[C:9]#[N:10])(=[O:3])[CH3:2].[O-:14][CH2:15][CH3:16].[Na+].[CH2:18]([O:20]CC)[CH3:19]. (4) Given the product [Cl:1][C:2]1[CH:3]=[C:4]([CH:39]=[CH:40][C:41]=1[Cl:42])[CH2:5][O:6][C:7]1[CH:8]=[CH:9][C:10]([C@H:13]2[CH2:38][O:37][C:16]3=[CH:17][C:18]4[CH2:19][C@@H:20]([C:34]([NH:63][C@@H:47]([CH2:48][C:49]5[CH:54]=[CH:53][C:52]([C:55]6[CH:56]=[CH:57][C:58]([O:61][CH3:62])=[CH:59][CH:60]=6)=[CH:51][CH:50]=5)[C:46]([OH:64])=[O:45])=[O:36])[N:21]([C@H:25]([C:28]5[CH:29]=[CH:30][CH:31]=[CH:32][CH:33]=5)[CH2:26][CH3:27])[CH2:22][C:23]=4[CH:24]=[C:15]3[O:14]2)=[CH:11][CH:12]=1, predict the reactants needed to synthesize it. The reactants are: [Cl:1][C:2]1[CH:3]=[C:4]([CH:39]=[CH:40][C:41]=1[Cl:42])[CH2:5][O:6][C:7]1[CH:12]=[CH:11][C:10]([C@H:13]2[CH2:38][O:37][C:16]3=[CH:17][C:18]4[CH2:19][C@@H:20]([C:34]([OH:36])=O)[N:21]([C@H:25]([C:28]5[CH:33]=[CH:32][CH:31]=[CH:30][CH:29]=5)[CH2:26][CH3:27])[CH2:22][C:23]=4[CH:24]=[C:15]3[O:14]2)=[CH:9][CH:8]=1.Cl.C[O:45][C:46](=[O:64])[C@@H:47]([NH2:63])[CH2:48][C:49]1[CH:54]=[CH:53][C:52]([C:55]2[CH:60]=[CH:59][C:58]([O:61][CH3:62])=[CH:57][CH:56]=2)=[CH:51][CH:50]=1. (5) Given the product [Cl:15][C:2]1([Cl:1])[C:10]2[C:5](=[C:6]([Cl:16])[CH:7]=[C:8]([O:12][CH3:13])[C:9]=2[Cl:11])[NH:4][C:3]1=[O:14], predict the reactants needed to synthesize it. The reactants are: [Cl:1][C:2]1([Cl:15])[C:10]2[C:5](=[CH:6][CH:7]=[C:8]([O:12][CH3:13])[C:9]=2[Cl:11])[NH:4][C:3]1=[O:14].[Cl:16]N(Cl)C(OCC)=O. (6) Given the product [OH:26][CH2:30][CH2:29][O:1][C:2]1[CH:3]=[CH:4][C:5]([O:8][C:9]2[CH:19]=[CH:18][C:12]([C:13]([O:15][CH2:16][CH3:17])=[O:14])=[CH:11][CH:10]=2)=[N:6][CH:7]=1, predict the reactants needed to synthesize it. The reactants are: [OH:1][C:2]1[CH:3]=[CH:4][C:5]([O:8][C:9]2[CH:19]=[CH:18][C:12]([C:13]([O:15][CH2:16][CH3:17])=[O:14])=[CH:11][CH:10]=2)=[N:6][CH:7]=1.C(=O)([O-])[O-].[Cs+].[Cs+].[O:26]1[CH2:30][CH2:29]OC1=O. (7) Given the product [ClH:21].[ClH:21].[CH3:1][N:2]([CH2:4][C:5]1[CH:20]=[CH:19][C:8]([CH2:9][CH2:10][NH2:11])=[CH:7][CH:6]=1)[CH3:3], predict the reactants needed to synthesize it. The reactants are: [CH3:1][N:2]([CH2:4][C:5]1[CH:20]=[CH:19][C:8]([CH2:9][CH2:10][NH:11]C(=O)OC(C)(C)C)=[CH:7][CH:6]=1)[CH3:3].[ClH:21]. (8) Given the product [CH3:27][Si:26]([CH3:29])([CH3:28])[CH2:25][CH2:24][O:23][CH2:22][N:13]([CH2:14][O:15][CH2:16][CH2:17][Si:18]([CH3:21])([CH3:20])[CH3:19])[C:11]1[N:10]2[N:30]=[CH:31][CH:32]=[C:9]2[N:8]=[CH:7][CH:12]=1, predict the reactants needed to synthesize it. The reactants are: S1CCC([C:7]2[CH:12]=[C:11]([N:13]([CH2:22][O:23][CH2:24][CH2:25][Si:26]([CH3:29])([CH3:28])[CH3:27])[CH2:14][O:15][CH2:16][CH2:17][Si:18]([CH3:21])([CH3:20])[CH3:19])[N:10]3[N:30]=[CH:31][CH:32]=[C:9]3[N:8]=2)CC1.C1C=C(Cl)C=C(C(OO)=O)C=1. (9) Given the product [CH2:36]([C:12]1[C:13]2[C:18](=[O:19])[N:17]([CH2:20][OH:21])[N:16]=[CH:15][C:14]=2[N:10]([CH2:9][O:8][CH2:1][C:2]2[CH:7]=[CH:6][CH:5]=[CH:4][CH:3]=2)[CH:11]=1)[C:37]1[CH:42]=[CH:41][CH:40]=[CH:39][CH:38]=1, predict the reactants needed to synthesize it. The reactants are: [CH2:1]([O:8][CH2:9][N:10]1[C:14]2[CH:15]=[N:16][N:17]([CH2:20][O:21]CC[Si](C)(C)C)[C:18](=[O:19])[C:13]=2[C:12](O)=[C:11]1CC1C=CC=CC=1)[C:2]1[CH:7]=[CH:6][CH:5]=[CH:4][CH:3]=1.[CH2:36](OCN1C2C=NNC(=O)C=2C(C(O)(C)C)=C1)[C:37]1[CH:42]=[CH:41][CH:40]=[CH:39][CH:38]=1.